From a dataset of Forward reaction prediction with 1.9M reactions from USPTO patents (1976-2016). Predict the product of the given reaction. (1) Given the reactants [CH:1]1([N:4]([CH2:37][C:38]2[C:47]3[C:42](=[CH:43][CH:44]=[CH:45][CH:46]=3)[N:41]=[CH:40][CH:39]=2)[C:5](=[O:36])[CH:6]([CH2:16][C:17]2[CH:22]=[CH:21][C:20]([O:23][CH2:24][CH2:25][O:26][C:27]3[C:32]([Cl:33])=[CH:31][C:30]([CH3:34])=[CH:29][C:28]=3[Cl:35])=[CH:19][CH:18]=2)[CH2:7][NH:8]C(=O)OC(C)(C)C)[CH2:3][CH2:2]1.Cl, predict the reaction product. The product is: [NH2:8][CH2:7][CH:6]([CH2:16][C:17]1[CH:22]=[CH:21][C:20]([O:23][CH2:24][CH2:25][O:26][C:27]2[C:32]([Cl:33])=[CH:31][C:30]([CH3:34])=[CH:29][C:28]=2[Cl:35])=[CH:19][CH:18]=1)[C:5]([N:4]([CH:1]1[CH2:2][CH2:3]1)[CH2:37][C:38]1[C:47]2[C:42](=[CH:43][CH:44]=[CH:45][CH:46]=2)[N:41]=[CH:40][CH:39]=1)=[O:36]. (2) Given the reactants [CH:1]([C:3]1[CH:8]=[CH:7][C:6](B(O)O)=[CH:5][CH:4]=1)=[CH2:2].Cl[C:13]1[CH:18]=[CH:17][CH:16]=[CH:15][C:14]=1[C:19]1[CH:20]=[N:21][CH:22]=[CH:23][CH:24]=1.F[K].C(P)(C)(C)C.P(C(C)(C)C)(C(C)(C)C)C(C)(C)C, predict the reaction product. The product is: [CH:1]([C:3]1[CH:8]=[CH:7][C:6]([C:13]2[CH:18]=[CH:17][CH:16]=[CH:15][C:14]=2[C:19]2[CH:20]=[N:21][CH:22]=[CH:23][CH:24]=2)=[CH:5][CH:4]=1)=[CH2:2].